Dataset: Full USPTO retrosynthesis dataset with 1.9M reactions from patents (1976-2016). Task: Predict the reactants needed to synthesize the given product. (1) Given the product [O:12]1[CH2:13][CH2:14][CH:9]([S:15][C:16]2[CH:17]=[CH:18][C:19]([CH2:22][C:23]([O:25][CH2:26][CH3:27])=[O:24])=[CH:20][CH:21]=2)[CH2:10][CH2:11]1, predict the reactants needed to synthesize it. The reactants are: CCN(CC)CC.I[CH:9]1[CH2:14][CH2:13][O:12][CH2:11][CH2:10]1.[SH:15][C:16]1[CH:21]=[CH:20][C:19]([CH2:22][C:23]([O:25][CH2:26][CH3:27])=[O:24])=[CH:18][CH:17]=1. (2) Given the product [F:26][C:27]1[CH:32]=[C:31]([F:33])[CH:30]=[CH:29][C:28]=1[NH:34][C:21]([C:19]1[N:20]=[C:16]([CH2:15][O:14][C:13]2[CH:12]=[CH:11][C:10]([CH2:9][CH2:8][CH2:7][CH2:6][N:1]3[CH:5]=[CH:4][N:3]=[N:2]3)=[CH:25][CH:24]=2)[O:17][CH:18]=1)=[O:23], predict the reactants needed to synthesize it. The reactants are: [N:1]1([CH2:6][CH2:7][CH2:8][CH2:9][C:10]2[CH:25]=[CH:24][C:13]([O:14][CH2:15][C:16]3[O:17][CH:18]=[C:19]([C:21]([OH:23])=O)[N:20]=3)=[CH:12][CH:11]=2)[CH:5]=[CH:4][N:3]=[N:2]1.[F:26][C:27]1[CH:32]=[C:31]([F:33])[CH:30]=[CH:29][C:28]=1[NH2:34].